Dataset: HIV replication inhibition screening data with 41,000+ compounds from the AIDS Antiviral Screen. Task: Binary Classification. Given a drug SMILES string, predict its activity (active/inactive) in a high-throughput screening assay against a specified biological target. (1) The compound is O=C1CC2(CCN(Cc3ccccc3)CC2)CC(=O)N1. The result is 0 (inactive). (2) The compound is C=C1C(=O)OC2C1CCC(C)=C1C(=O)C3OC3(C)C12. The result is 0 (inactive). (3) The molecule is CCC1(Cc2ccc(OC)c(OC)c2)C(OC(C)=O)C(OCc2ccccc2)ON2OC(C(=O)OC)CC21. The result is 0 (inactive). (4) The result is 0 (inactive). The drug is [N-]=[N+]=C1CNC(=O)NC1=O. (5) The drug is COCCN1C2=CCCCC2=Nc2c(N)nc(N)nc21. The result is 0 (inactive).